Predict which catalyst facilitates the given reaction. From a dataset of Catalyst prediction with 721,799 reactions and 888 catalyst types from USPTO. (1) Reactant: C([O:3][CH:4](OCC)[C:5]1[N:6]=[C:7]([NH:13][C:14](=[O:16])[CH3:15])[N:8]([CH3:12])[C:9](=[O:11])[CH:10]=1)C. Product: [CH:4]([C:5]1[N:6]=[C:7]([NH:13][C:14](=[O:16])[CH3:15])[N:8]([CH3:12])[C:9](=[O:11])[CH:10]=1)=[O:3]. The catalyst class is: 106. (2) Reactant: Cl[S:2]([C:5]1[CH:13]=[CH:12][C:8]([C:9]([OH:11])=[O:10])=[CH:7][CH:6]=1)(=[O:4])=[O:3].[CH3:14][N:15]([CH3:19])[CH2:16][CH2:17][NH2:18].Cl. Product: [CH3:14][N:15]([CH3:19])[CH2:16][CH2:17][NH:18][S:2]([C:5]1[CH:13]=[CH:12][C:8]([C:9]([OH:11])=[O:10])=[CH:7][CH:6]=1)(=[O:4])=[O:3]. The catalyst class is: 2. (3) Reactant: [CH:1]([C:4]1[CH:9]=[CH:8][CH:7]=[C:6]([C:10]2[CH:15]=[CH:14][CH:13]=[CH:12][CH:11]=2)[C:5]=1[O:16]C)([CH3:3])[CH3:2].O.C(OCC)C. Product: [CH:1]([C:4]1[CH:9]=[CH:8][CH:7]=[C:6]([C:10]2[CH:15]=[CH:14][CH:13]=[CH:12][CH:11]=2)[C:5]=1[OH:16])([CH3:3])[CH3:2]. The catalyst class is: 2. (4) Product: [CH2:1]([O:3][C:32](=[O:33])[CH2:31][C:27]1[CH:28]=[CH:29][CH:30]=[C:25]([C:22]2[NH:21][C:20]([C@H:15]3[N:14]4[C:18](=[CH:19][C:11]([C:9]5[CH:10]=[C:5]([Cl:4])[CH:6]=[CH:7][C:8]=5[N:36]5[CH:40]=[N:39][N:38]=[N:37]5)=[CH:12][C:13]4=[O:35])[CH2:17][CH2:16]3)=[N:24][CH:23]=2)[CH:26]=1)[CH3:2]. Reactant: [CH2:1]([OH:3])[CH3:2].[Cl:4][C:5]1[CH:6]=[CH:7][C:8]([N:36]2[CH:40]=[N:39][N:38]=[N:37]2)=[C:9]([C:11]2[CH:19]=[C:18]3[N:14]([C@H:15]([C:20]4[NH:21][C:22]([C:25]5[CH:26]=[C:27]([CH2:31][C:32](O)=[O:33])[CH:28]=[CH:29][CH:30]=5)=[CH:23][N:24]=4)[CH2:16][CH2:17]3)[C:13](=[O:35])[CH:12]=2)[CH:10]=1.Cl. The catalyst class is: 28.